This data is from Catalyst prediction with 721,799 reactions and 888 catalyst types from USPTO. The task is: Predict which catalyst facilitates the given reaction. Reactant: [C:1]1([N:7]2[C:15]3[CH2:14][CH2:13][CH2:12][CH:11]([CH2:16][C:17]([N:19]4[CH2:25][CH2:24][CH2:23][CH2:22][CH2:21][CH2:20]4)=O)[C:10]=3[CH:9]=[N:8]2)[CH:6]=[CH:5][CH:4]=[CH:3][CH:2]=1.[H-].[H-].[H-].[H-].[Li+].[Al+3].O.[OH-].[Na+]. Product: [N:19]1([CH2:17][CH2:16][CH:11]2[CH2:12][CH2:13][CH2:14][C:15]3[N:7]([C:1]4[CH:2]=[CH:3][CH:4]=[CH:5][CH:6]=4)[N:8]=[CH:9][C:10]2=3)[CH2:20][CH2:21][CH2:22][CH2:23][CH2:24][CH2:25]1. The catalyst class is: 1.